From a dataset of Catalyst prediction with 721,799 reactions and 888 catalyst types from USPTO. Predict which catalyst facilitates the given reaction. (1) Reactant: [Br:1][C:2]1[CH:8]=[CH:7][C:5]([NH2:6])=[CH:4][C:3]=1[F:9].[I:10]N1C(=O)CCC1=O. Product: [Br:1][C:2]1[C:3]([F:9])=[CH:4][C:5]([NH2:6])=[C:7]([I:10])[CH:8]=1. The catalyst class is: 15. (2) Reactant: [Br:1][C:2]1[CH:27]=[CH:26][C:5]2[N:6]([C:18]3[CH:23]=[CH:22][C:21]([O:24][CH3:25])=[CH:20][CH:19]=3)[C:7]([S:9][CH2:10][C:11]3[CH:16]=[CH:15][C:14]([Cl:17])=[CH:13][CH:12]=3)=[N:8][C:4]=2[CH:3]=1.C(OCC)(=O)C.Cl. Product: [ClH:17].[Br:1][C:2]1[CH:27]=[CH:26][C:5]2[N:6]([C:18]3[CH:23]=[CH:22][C:21]([O:24][CH3:25])=[CH:20][CH:19]=3)[C:7]([S:9][CH2:10][C:11]3[CH:12]=[CH:13][C:14]([Cl:17])=[CH:15][CH:16]=3)=[N:8][C:4]=2[CH:3]=1. The catalyst class is: 27. (3) Reactant: [CH3:1][O:2][C:3]1[CH:4]=[C:5]([CH:7]=[C:8]([O:12][CH3:13])[C:9]=1[O:10][CH3:11])[NH2:6].C(=O)([O-])[O-].[K+].[K+].[CH3:20][O:21][C:22]1[N:27]=[CH:26][C:25]([C:28]2[N:33]=[C:32](N3C=NC=N3)[C:31]3=[C:39]([CH3:43])[N:40]=[C:41]([CH3:42])[N:30]3[N:29]=2)=[CH:24][CH:23]=1. Product: [CH3:20][O:21][C:22]1[N:27]=[CH:26][C:25]([C:28]2[N:33]=[C:32]([NH:6][C:5]3[CH:7]=[C:8]([O:12][CH3:13])[C:9]([O:10][CH3:11])=[C:3]([O:2][CH3:1])[CH:4]=3)[C:31]3=[C:39]([CH3:43])[N:40]=[C:41]([CH3:42])[N:30]3[N:29]=2)=[CH:24][CH:23]=1. The catalyst class is: 3. (4) Reactant: [CH3:1][C:2]1([CH3:66])[CH:5]([C:6]([O:8][C@H:9]2[CH2:26][CH2:25][C@@:24]3([CH3:27])[C@@H:11]([CH2:12][CH2:13][C@:14]4([CH3:53])[C@@H:23]3[CH2:22][CH2:21][C@H:20]3[C@@:15]4([CH3:52])[CH2:16][CH2:17][C@@:18]4([C:34]([N:36]5[CH2:40][CH2:39][CH2:38][C@@H:37]5[C:41]5[NH:42][C:43]([C:46]6[CH:51]=[CH:50][CH:49]=[CH:48][CH:47]=6)=[CH:44][N:45]=5)=[O:35])[CH2:30][CH2:29][C@@H:28]([C:31]([CH3:33])=[CH2:32])[C@@H:19]43)[C:10]2([CH3:55])[CH3:54])=[O:7])[CH2:4][CH:3]1[C:56]([O:58]CC1C=CC=CC=1)=[O:57].C([O-])=O.[NH4+]. Product: [CH3:1][C:2]1([CH3:66])[CH:5]([C:6]([O:8][C@H:9]2[CH2:26][CH2:25][C@@:24]3([CH3:27])[C@@H:11]([CH2:12][CH2:13][C@:14]4([CH3:53])[C@@H:23]3[CH2:22][CH2:21][C@H:20]3[C@@:15]4([CH3:52])[CH2:16][CH2:17][C@@:18]4([C:34]([N:36]5[CH2:40][CH2:39][CH2:38][C@@H:37]5[C:41]5[NH:42][C:43]([C:46]6[CH:51]=[CH:50][CH:49]=[CH:48][CH:47]=6)=[CH:44][N:45]=5)=[O:35])[CH2:30][CH2:29][C@@H:28]([C:31]([CH3:33])=[CH2:32])[C@@H:19]43)[C:10]2([CH3:55])[CH3:54])=[O:7])[CH2:4][CH:3]1[C:56]([OH:58])=[O:57]. The catalyst class is: 582.